Dataset: Full USPTO retrosynthesis dataset with 1.9M reactions from patents (1976-2016). Task: Predict the reactants needed to synthesize the given product. (1) Given the product [N:1]1([C:5]2[CH:10]=[C:9]([Cl:11])[CH:8]=[CH:7][C:6]=2[CH2:12][N:13]2[CH2:14][CH2:15][N:16]([C:19]([O:20][N:21]3[C:25](=[O:26])[CH2:24][CH2:23][C:22]3=[O:27])=[O:28])[CH2:17][CH2:18]2)[CH2:4][CH2:3][CH2:2]1, predict the reactants needed to synthesize it. The reactants are: [N:1]1([C:5]2[CH:10]=[C:9]([Cl:11])[CH:8]=[CH:7][C:6]=2[CH2:12][N:13]2[CH2:18][CH2:17][NH:16][CH2:15][CH2:14]2)[CH2:4][CH2:3][CH2:2]1.[C:19](=O)([O:28]N1C(=O)CCC1=O)[O:20][N:21]1[C:25](=[O:26])[CH2:24][CH2:23][C:22]1=[O:27].ClCCl.C(N(CC)C(C)C)(C)C. (2) The reactants are: [CH3:1][C:2]1[CH:3]=[C:4]([CH:13]=[CH:14][CH:15]=1)[C:5]([C:7]1[CH:12]=[CH:11][CH:10]=[CH:9][CH:8]=1)=[O:6].[Br:16]N1C(=O)CCC1=O.N(C(C)(C)C#N)=NC(C)(C)C#N. Given the product [Br:16][CH2:1][C:2]1[CH:3]=[C:4]([CH:13]=[CH:14][CH:15]=1)[C:5]([C:7]1[CH:12]=[CH:11][CH:10]=[CH:9][CH:8]=1)=[O:6], predict the reactants needed to synthesize it. (3) Given the product [CH:1]1([C:4]2[O:8][N:7]=[C:6]([C:9]3[C:14]([Cl:15])=[CH:13][CH:12]=[CH:11][C:10]=3[Cl:16])[C:5]=2[CH2:17][O:18][CH:19]2[CH2:26][C@@H:25]3[C@@H:21]([CH2:22][C:23]([C:29]4[CH:36]=[CH:35][C:32]([C:33]#[N:34])=[CH:31][C:30]=4[F:37])([OH:27])[CH2:24]3)[CH2:20]2)[CH2:3][CH2:2]1, predict the reactants needed to synthesize it. The reactants are: [CH:1]1([C:4]2[O:8][N:7]=[C:6]([C:9]3[C:14]([Cl:15])=[CH:13][CH:12]=[CH:11][C:10]=3[Cl:16])[C:5]=2[CH2:17][O:18][CH:19]2[CH2:26][C@@H:25]3[C@@H:21]([CH2:22][C:23](=[O:27])[CH2:24]3)[CH2:20]2)[CH2:3][CH2:2]1.Br[C:29]1[CH:36]=[CH:35][C:32]([C:33]#[N:34])=[CH:31][C:30]=1[F:37]. (4) Given the product [F:35][C:36]1[CH:41]=[CH:40][C:39]([O:45][CH3:46])=[C:38]([C:2]2[C:3]3[CH:10]=[CH:9][N:8]([S:11]([C:14]4[CH:19]=[CH:18][CH:17]=[CH:16][CH:15]=4)(=[O:13])=[O:12])[C:4]=3[N:5]=[CH:6][N:7]=2)[CH:37]=1, predict the reactants needed to synthesize it. The reactants are: Br[C:2]1[C:3]2[CH:10]=[CH:9][N:8]([S:11]([C:14]3[CH:19]=[CH:18][CH:17]=[CH:16][CH:15]=3)(=[O:13])=[O:12])[C:4]=2[N:5]=[CH:6][N:7]=1.COCCOC.C(O)C.C(=O)([O-])[O-].[Na+].[Na+].[F:35][C:36]1[CH:37]=[CH:38][C:39]([O:45][CH3:46])=[C:40](B(O)O)[CH:41]=1. (5) Given the product [CH3:1][C:2]1[CH:3]=[C:4]([O:11][CH2:13][CH2:14][CH2:15][CH2:16][CH2:17][CH2:18][CH2:19][CH2:20][CH2:21][CH3:22])[CH:5]=[CH:6][C:7]=1[N+:8]([O-:10])=[O:9], predict the reactants needed to synthesize it. The reactants are: [CH3:1][C:2]1[CH:3]=[C:4]([OH:11])[CH:5]=[CH:6][C:7]=1[N+:8]([O-:10])=[O:9].Br[CH2:13][CH2:14][CH2:15][CH2:16][CH2:17][CH2:18][CH2:19][CH2:20][CH2:21][CH3:22].C(=O)([O-])[O-].[K+].[K+].O. (6) Given the product [Cl:1][C:2]1[C:3](=[O:29])[N:4]([C:19]2[CH:20]=[C:21]([CH:25]=[CH:26][C:27]=2[CH3:28])[C:22]([NH:39][CH3:38])=[O:23])[C:5]([CH3:18])=[CH:6][C:7]=1[O:8][CH2:9][C:10]1[CH:15]=[CH:14][C:13]([F:16])=[CH:12][C:11]=1[F:17], predict the reactants needed to synthesize it. The reactants are: [Cl:1][C:2]1[C:3](=[O:29])[N:4]([C:19]2[CH:20]=[C:21]([CH:25]=[CH:26][C:27]=2[CH3:28])[C:22](O)=[O:23])[C:5]([CH3:18])=[CH:6][C:7]=1[O:8][CH2:9][C:10]1[CH:15]=[CH:14][C:13]([F:16])=[CH:12][C:11]=1[F:17].CN.C1COCC1.C[CH2:38][N:39]=C=NCCCN(C)C.ON1C2C=CC=CC=2N=N1.C(N(CC)CC)C. (7) The reactants are: [CH2:1]([O:3]C([Sn](CCCC)(CCCC)CCCC)=C)[CH3:2].Br[C:20]1[C:30]2[N:29]3[CH2:31][CH2:32][CH2:33][C@@H:34]([NH:35][C:36](=[O:41])[C:37]([F:40])([F:39])[F:38])[C@H:28]3[C:27]3[CH:42]=[CH:43][CH:44]=[CH:45][C:26]=3[O:25][C:24]=2[CH:23]=[CH:22][CH:21]=1.Cl.O. Given the product [C:1]([C:20]1[C:30]2[N:29]3[CH2:31][CH2:32][CH2:33][C@@H:34]([NH:35][C:36](=[O:41])[C:37]([F:38])([F:39])[F:40])[C@H:28]3[C:27]3[CH:42]=[CH:43][CH:44]=[CH:45][C:26]=3[O:25][C:24]=2[CH:23]=[CH:22][CH:21]=1)(=[O:3])[CH3:2], predict the reactants needed to synthesize it.